Task: Predict the reaction yield, written as a fraction of the theoretical maximum amount of product (1.0 means a 100% yield; for example, 0.34 means a 34% yield).. Dataset: Reaction yield outcomes from USPTO patents with 853,638 reactions (1) The reactants are [CH3:1][N:2]([CH3:26])[C:3](=[O:25])[CH2:4][C@@H:5]([NH:14]C(=O)OCC1C=CC=CC=1)[CH2:6][S:7][C:8]1[CH:13]=[CH:12][CH:11]=[CH:10][CH:9]=1. The catalyst is Br.C(O)(=O)C. The product is [NH2:14][C@@H:5]([CH2:6][S:7][C:8]1[CH:9]=[CH:10][CH:11]=[CH:12][CH:13]=1)[CH2:4][C:3]([N:2]([CH3:1])[CH3:26])=[O:25]. The yield is 0.590. (2) The reactants are [N:1]1[CH:2]=[CH:3][N:4]2[CH:9]=[CH:8][N:7]=[CH:6][C:5]=12.C([O-])(=O)C.[Na+].[Br-:15].[K+].BrBr. The catalyst is CO. The product is [Br:15][C:3]1[N:4]2[CH:9]=[CH:8][N:7]=[CH:6][C:5]2=[N:1][CH:2]=1. The yield is 0.840.